Dataset: Forward reaction prediction with 1.9M reactions from USPTO patents (1976-2016). Task: Predict the product of the given reaction. (1) The product is: [CH2:7]([S:6][CH2:5][C@H:4]([NH:14][C:15]([C:17]1[CH:22]=[C:21]([N:23]2[CH2:24][CH2:25][CH2:26][CH2:27][CH2:28]2)[N:20]=[C:19]([C:29]2[CH:30]=[CH:31][C:32]([C:35]3[CH:36]=[CH:37][CH:38]=[CH:39][CH:40]=3)=[CH:33][CH:34]=2)[N:18]=1)=[O:16])[C:3]([OH:41])=[O:2])[C:8]1[CH:9]=[CH:10][CH:11]=[CH:12][CH:13]=1. Given the reactants C[O:2][C:3](=[O:41])[C@@H:4]([NH:14][C:15]([C:17]1[CH:22]=[C:21]([N:23]2[CH2:28][CH2:27][CH2:26][CH2:25][CH2:24]2)[N:20]=[C:19]([C:29]2[CH:34]=[CH:33][C:32]([C:35]3[CH:40]=[CH:39][CH:38]=[CH:37][CH:36]=3)=[CH:31][CH:30]=2)[N:18]=1)=[O:16])[CH2:5][S:6][CH2:7][C:8]1[CH:13]=[CH:12][CH:11]=[CH:10][CH:9]=1.CO.[OH-].[Li+], predict the reaction product. (2) Given the reactants Cl[C:2]1[C:11]2[C:6](=[CH:7][C:8]([O:20][CH3:21])=[CH:9][C:10]=2[O:12][CH:13]2[CH2:18][CH2:17][N:16]([CH3:19])[CH2:15][CH2:14]2)[N:5]=[CH:4][N:3]=1.[CH3:22][C:23]1[CH:24]=[C:25]([CH:27]=[CH:28][C:29]=1[O:30][CH2:31][C:32]1[CH:37]=[CH:36][CH:35]=[CH:34][N:33]=1)[NH2:26], predict the reaction product. The product is: [CH3:21][O:20][C:8]1[CH:7]=[C:6]2[C:11]([C:2]([NH:26][C:25]3[CH:27]=[CH:28][C:29]([O:30][CH2:31][C:32]4[CH:37]=[CH:36][CH:35]=[CH:34][N:33]=4)=[C:23]([CH3:22])[CH:24]=3)=[N:3][CH:4]=[N:5]2)=[C:10]([O:12][CH:13]2[CH2:18][CH2:17][N:16]([CH3:19])[CH2:15][CH2:14]2)[CH:9]=1.